From a dataset of Forward reaction prediction with 1.9M reactions from USPTO patents (1976-2016). Predict the product of the given reaction. (1) Given the reactants [CH3:1][C:2]1[CH:3]=[CH:4][C:5]([S:8]([OH:11])(=[O:10])=[O:9])=[CH:6][CH:7]=1.[CH3:12][C:13]1[CH:14]=[CH:15][C:16]([S:19]([OH:22])(=[O:21])=[O:20])=[CH:17][CH:18]=1.[CH3:23][S:24]([CH2:27][CH2:28][NH:29][CH2:30][C:31]1[O:35][C:34]([C:36]2[CH:37]=[CH:38][C:39]3[N:45]=[CH:44][N:43]=[C:42]([NH:46][C:47]4[CH:48]=[CH:49][C:50]([O:54][CH2:55][C:56]5[CH:57]=[CH:58][CH:59]=[C:60]([F:62])[CH:61]=5)=[C:51]([Cl:53])[CH:52]=4)[C:40]=3[CH:41]=2)=[CH:33][CH:32]=1)(=[O:26])=[O:25].O.CC#N, predict the reaction product. The product is: [S:8]([C:5]1[CH:6]=[CH:7][C:2]([CH3:1])=[CH:3][CH:4]=1)([OH:11])(=[O:10])=[O:9].[S:19]([C:16]1[CH:17]=[CH:18][C:13]([CH3:12])=[CH:14][CH:15]=1)([OH:22])(=[O:21])=[O:20].[Cl:53][C:51]1[CH:52]=[C:47]([NH:46][C:42]2[C:40]3[C:39](=[CH:38][CH:37]=[C:36]([C:34]4[O:35][C:31]([CH2:30][NH:29][CH2:28][CH2:27][S:24]([CH3:23])(=[O:25])=[O:26])=[CH:32][CH:33]=4)[CH:41]=3)[N:45]=[CH:44][N:43]=2)[CH:48]=[CH:49][C:50]=1[O:54][CH2:55][C:56]1[CH:57]=[CH:58][CH:59]=[C:60]([F:62])[CH:61]=1. (2) Given the reactants Br[C:2]1[C:11]2[C:6](=[CH:7][C:8]([C:12]3[O:13][C:14]4[CH:26]=[CH:25][CH:24]=[CH:23][C:15]=4[C:16]=3[C:17](=[O:22])[CH2:18][CH2:19][CH2:20][CH3:21])=[CH:9][CH:10]=2)[CH:5]=[CH:4][C:3]=1[O:27][CH2:28][C:29]#[N:30].[F:31][C:32]([F:43])([F:42])[C:33]1[CH:38]=[CH:37][C:36](B(O)O)=[CH:35][CH:34]=1.ClCCl.C(=O)([O-])[O-].[K+].[K+], predict the reaction product. The product is: [C:17]([C:16]1[C:15]2[CH:23]=[CH:24][CH:25]=[CH:26][C:14]=2[O:13][C:12]=1[C:8]1[CH:9]=[C:10]2[C:5](=[CH:6][CH:7]=1)[C:4]([C:36]1[CH:37]=[CH:38][C:33]([C:32]([F:43])([F:42])[F:31])=[CH:34][CH:35]=1)=[C:3]([O:27][CH2:28][C:29]#[N:30])[CH:2]=[CH:11]2)(=[O:22])[CH2:18][CH2:19][CH2:20][CH3:21]. (3) Given the reactants [CH2:1]([N:3]([CH2:6][CH2:7][O:8][C:9]1[CH:14]=[CH:13][C:12]([N+:15]([O-])=O)=[C:11]([O:18][CH3:19])[CH:10]=1)[CH2:4][CH3:5])[CH3:2], predict the reaction product. The product is: [CH2:1]([N:3]([CH2:6][CH2:7][O:8][C:9]1[CH:14]=[CH:13][C:12]([NH2:15])=[C:11]([O:18][CH3:19])[CH:10]=1)[CH2:4][CH3:5])[CH3:2]. (4) Given the reactants [CH3:1][O:2][C:3]1[CH:17]=[CH:16][C:6]([CH2:7][N:8]2[CH:12]=[C:11]([C:13]([OH:15])=O)[CH:10]=[N:9]2)=[CH:5][CH:4]=1.CN([C:21]([O:25][N:26]1N=NC2C=CC=N[C:27]1=2)=[N+](C)C)C.F[P-](F)(F)(F)(F)F.CNOC, predict the reaction product. The product is: [CH3:1][O:2][C:3]1[CH:4]=[CH:5][C:6]([CH2:7][N:8]2[CH:12]=[C:11]([C:13]([N:26]([O:25][CH3:21])[CH3:27])=[O:15])[CH:10]=[N:9]2)=[CH:16][CH:17]=1. (5) Given the reactants [CH3:1][C@@H:2]1[O:7][C@H:6]([CH3:8])[CH2:5][NH:4][C@@H:3]1[C:9]1[CH:14]=[CH:13][CH:12]=[CH:11][CH:10]=1.Br[C:16]1[CH:17]=[CH:18][C:19]2[O:20][CH2:21][C:22](=[O:26])[NH:23][C:24]=2[N:25]=1, predict the reaction product. The product is: [CH3:1][C@H:2]1[C@@H:3]([C:9]2[CH:14]=[CH:13][CH:12]=[CH:11][CH:10]=2)[N:4]([C:16]2[CH:17]=[CH:18][C:19]3[O:20][CH2:21][C:22](=[O:26])[NH:23][C:24]=3[N:25]=2)[CH2:5][C@@H:6]([CH3:8])[O:7]1.